This data is from Full USPTO retrosynthesis dataset with 1.9M reactions from patents (1976-2016). The task is: Predict the reactants needed to synthesize the given product. (1) Given the product [Br:29][C:30]1[C:35]([CH3:36])=[C:34]([N+:37]([O-:39])=[O:38])[CH:33]=[C:32]([Br:40])[C:31]=1[O:41][C:18]1[CH:23]=[CH:22][C:21]([O:24][CH3:25])=[C:20]([CH:26]([CH3:27])[CH3:28])[CH:19]=1, predict the reactants needed to synthesize it. The reactants are: F[B-](F)(F)F.[CH:26]([C:20]1[CH:19]=[C:18]([I+][C:18]2[CH:23]=[CH:22][C:21]([O:24][CH3:25])=[C:20]([CH:26]([CH3:28])[CH3:27])[CH:19]=2)[CH:23]=[CH:22][C:21]=1[O:24][CH3:25])([CH3:28])[CH3:27].[Br:29][C:30]1[C:35]([CH3:36])=[C:34]([N+:37]([O-:39])=[O:38])[CH:33]=[C:32]([Br:40])[C:31]=1[OH:41].CCN(CC)CC.[Al]. (2) Given the product [Br:35][CH2:1][C:2]1[O:3][C:4]([C:13]([F:16])([F:14])[F:15])=[C:5]([C:7]2[CH:12]=[CH:11][CH:10]=[CH:9][CH:8]=2)[N:6]=1, predict the reactants needed to synthesize it. The reactants are: [CH3:1][C:2]1[O:3][C:4]([C:13]([F:16])([F:15])[F:14])=[C:5]([C:7]2[CH:12]=[CH:11][CH:10]=[CH:9][CH:8]=2)[N:6]=1.C(OOC(=O)C1C=CC=CC=1)(=O)C1C=CC=CC=1.[Br:35]N1C(=O)CCC1=O. (3) Given the product [C:33]([O:17][CH2:16][CH:14]1[CH2:15][N:10]2[N:9]=[C:8]([C:5]3[CH:4]=[CH:3][C:2]([F:1])=[CH:7][CH:6]=3)[C:18]([C:19]3[CH:20]=[CH:21][C:22](=[O:32])[N:23]([C:25]4[CH:30]=[CH:29][CH:28]=[CH:27][C:26]=4[CH3:31])[N:24]=3)=[C:11]2[NH:12][CH2:13]1)(=[O:35])[CH3:34], predict the reactants needed to synthesize it. The reactants are: [F:1][C:2]1[CH:7]=[CH:6][C:5]([C:8]2[C:18]([C:19]3[CH:20]=[CH:21][C:22](=[O:32])[N:23]([C:25]4[CH:30]=[CH:29][CH:28]=[CH:27][C:26]=4[CH3:31])[N:24]=3)=[C:11]3[NH:12][CH2:13][CH:14]([CH2:16][OH:17])[CH2:15][N:10]3[N:9]=2)=[CH:4][CH:3]=1.[C:33](OC(=O)C)(=[O:35])[CH3:34]. (4) Given the product [CH2:35]([N:39]1[CH2:44][CH2:43][CH2:42][CH2:41][CH:40]1[CH2:45][NH:46][C:30]([C:10]1[N:11]=[C:12]([N:14]2[CH2:15][CH2:16][N:17]([C:20]3[C:25]([C:26]([F:27])([F:29])[F:28])=[CH:24][CH:23]=[CH:22][N:21]=3)[CH2:18][CH2:19]2)[NH:13][C:9]=1[C:6]1[CH:7]=[CH:8][C:3]([C:2]([F:1])([F:33])[F:34])=[CH:4][CH:5]=1)=[O:32])[CH:36]([CH3:38])[CH3:37], predict the reactants needed to synthesize it. The reactants are: [F:1][C:2]([F:34])([F:33])[C:3]1[CH:8]=[CH:7][C:6]([C:9]2[NH:13][C:12]([N:14]3[CH2:19][CH2:18][N:17]([C:20]4[C:25]([C:26]([F:29])([F:28])[F:27])=[CH:24][CH:23]=[CH:22][N:21]=4)[CH2:16][CH2:15]3)=[N:11][C:10]=2[C:30]([OH:32])=O)=[CH:5][CH:4]=1.[CH2:35]([N:39]1[CH2:44][CH2:43][CH2:42][CH2:41][CH:40]1[CH2:45][NH2:46])[CH:36]([CH3:38])[CH3:37].F[P-](F)(F)(F)(F)F.N1(O[P+](N(C)C)(N(C)C)N(C)C)C2C=CC=CC=2N=N1.CCN(C(C)C)C(C)C. (5) Given the product [CH2:10]([NH:17][CH:5]1[CH2:6][CH2:7][C:2]([CH3:9])([CH3:1])[CH:3]=[CH:4]1)[C:11]1[CH:16]=[CH:15][CH:14]=[CH:13][CH:12]=1, predict the reactants needed to synthesize it. The reactants are: [CH3:1][C:2]1([CH3:9])[CH2:7][CH2:6][C:5](=O)[CH:4]=[CH:3]1.[CH2:10]([NH2:17])[C:11]1[CH:16]=[CH:15][CH:14]=[CH:13][CH:12]=1. (6) Given the product [Cl:2][C:3]1[C:7]([Cl:8])=[C:6]([CH3:9])[NH:5][C:4]=1[C:10]([NH:12][CH:13]1[CH2:18][CH2:17][N:16]([C:20]2[CH:24]=[C:23]([C:25]([OH:27])=[O:26])[O:22][N:21]=2)[CH2:15][CH2:14]1)=[O:11], predict the reactants needed to synthesize it. The reactants are: Cl.[Cl:2][C:3]1[C:7]([Cl:8])=[C:6]([CH3:9])[NH:5][C:4]=1[C:10]([NH:12][CH:13]1[CH2:18][CH2:17][NH:16][CH2:15][CH2:14]1)=[O:11].Br[C:20]1[CH:24]=[C:23]([C:25]([OH:27])=[O:26])[O:22][N:21]=1.